This data is from HIV replication inhibition screening data with 41,000+ compounds from the AIDS Antiviral Screen. The task is: Binary Classification. Given a drug SMILES string, predict its activity (active/inactive) in a high-throughput screening assay against a specified biological target. (1) The drug is COc1ccc(C2Oc3c(cccc3OC)C=C2[N+](=O)[O-])cc1. The result is 0 (inactive). (2) The molecule is COC(=O)N1CCC2CCC=C(c3cccc4c3OCO4)C21. The result is 0 (inactive). (3) The compound is CCOC(=O)C(O)(NC(=O)c1ccccc1F)C(F)(F)F. The result is 0 (inactive). (4) The result is 0 (inactive). The drug is O=C(CC(=O)N1N=C(N(c2ccccc2)c2ccccc2)CC1c1ccccc1)Nc1ccc(Cl)cc1.